Dataset: Reaction yield outcomes from USPTO patents with 853,638 reactions. Task: Predict the reaction yield, written as a fraction of the theoretical maximum amount of product (1.0 means a 100% yield; for example, 0.34 means a 34% yield). (1) The reactants are [F:1][C:2]1[CH:7]=[CH:6][CH:5]=[CH:4][C:3]=1[C:8]1[C:14]2[CH:15]=[CH:16][CH:17]=[C:18]([CH3:19])[C:13]=2[N:12]([CH2:20][C:21]([C:23]2[CH:28]=[CH:27][CH:26]=[CH:25][C:24]=2[OH:29])=[O:22])[C:11](=[O:30])[CH:10]([NH:31][C:32]([NH:34][C:35]2[CH:40]=[CH:39][CH:38]=[C:37]([C:41]3[NH:45][N:44]=[N:43][N:42]=3)[CH:36]=2)=[O:33])[N:9]=1.C(N(CC)CC)C.Cl[C:54]([C:67]1[CH:72]=[CH:71][CH:70]=[CH:69][CH:68]=1)([C:61]1[CH:66]=[CH:65][CH:64]=[CH:63][CH:62]=1)[C:55]1[CH:60]=[CH:59][CH:58]=[CH:57][CH:56]=1.C(=O)(O)[O-].[Na+]. The yield is 0.886. The catalyst is CN(C)C=O.O1CCCC1.C(OCC)(=O)C. The product is [F:1][C:2]1[CH:7]=[CH:6][CH:5]=[CH:4][C:3]=1[C:8]1[C:14]2[CH:15]=[CH:16][CH:17]=[C:18]([CH3:19])[C:13]=2[N:12]([CH2:20][C:21]([C:23]2[CH:28]=[CH:27][CH:26]=[CH:25][C:24]=2[OH:29])=[O:22])[C:11](=[O:30])[CH:10]([NH:31][C:32]([NH:34][C:35]2[CH:40]=[CH:39][CH:38]=[C:37]([C:41]3[N:45]([C:54]([C:55]4[CH:60]=[CH:59][CH:58]=[CH:57][CH:56]=4)([C:67]4[CH:68]=[CH:69][CH:70]=[CH:71][CH:72]=4)[C:61]4[CH:62]=[CH:63][CH:64]=[CH:65][CH:66]=4)[N:44]=[N:43][N:42]=3)[CH:36]=2)=[O:33])[N:9]=1. (2) The reactants are [I:1][C:2]1[CH:3]=[C:4]2[C:9](=[CH:10][CH:11]=1)[C:8](=[O:12])[NH:7][C:6](=[O:13])/[C:5]/2=[CH:14]\[NH:15][C:16]1[CH:21]=[CH:20][C:19]([N:22]2[CH2:27][CH2:26][NH:25][CH2:24][CH2:23]2)=[CH:18][CH:17]=1.C(O[BH-](OC(=O)C)OC(=O)C)(=O)C.[Na+].[C:42]1(=O)[CH2:45][CH2:44][CH2:43]1.C(O)(=O)C.C(=O)(O)[O-].[Na+]. The catalyst is CN1CCCC1=O.C(Cl)Cl. The product is [CH:42]1([N:25]2[CH2:24][CH2:23][N:22]([C:19]3[CH:18]=[CH:17][C:16]([NH:15]/[CH:14]=[C:5]4\[C:6](=[O:13])[NH:7][C:8](=[O:12])[C:9]5[C:4]\4=[CH:3][C:2]([I:1])=[CH:11][CH:10]=5)=[CH:21][CH:20]=3)[CH2:27][CH2:26]2)[CH2:45][CH2:44][CH2:43]1. The yield is 0.600.